From a dataset of Full USPTO retrosynthesis dataset with 1.9M reactions from patents (1976-2016). Predict the reactants needed to synthesize the given product. (1) The reactants are: [C:1]([C:3]1[CH:11]=[C:10]2[C:6]([C:7](/[CH:12]=[CH:13]/[C:14]3[CH:23]=[CH:22][C:17]([C:18]([O:20]C)=[O:19])=[CH:16][CH:15]=3)=[N:8][NH:9]2)=[CH:5][CH:4]=1)#[N:2].[OH-].[Na+].C1COCC1. Given the product [C:1]([C:3]1[CH:11]=[C:10]2[C:6]([C:7](/[CH:12]=[CH:13]/[C:14]3[CH:23]=[CH:22][C:17]([C:18]([OH:20])=[O:19])=[CH:16][CH:15]=3)=[N:8][NH:9]2)=[CH:5][CH:4]=1)#[N:2], predict the reactants needed to synthesize it. (2) Given the product [Cl:20][C:21]1[CH:41]=[CH:40][C:24]2[O:25][C:26]3[CH:31]=[CH:30][CH:29]=[CH:28][C:27]=3[C:32]3[C:33](=[O:39])[N:34]([CH3:38])[CH2:35][C:36]=3[C:23]=2[CH:22]=1, predict the reactants needed to synthesize it. The reactants are: O=P12OP3(OP(OP(O3)(O1)=O)(=O)O2)=O.OP(O)(O)=O.[Cl:20][C:21]1[CH:41]=[CH:40][C:24]([O:25][C:26]2[CH:31]=[CH:30][CH:29]=[CH:28][C:27]=2[CH:32]2[C:36](=O)[CH2:35][N:34]([CH3:38])[C:33]2=[O:39])=[CH:23][CH:22]=1. (3) Given the product [CH3:1][O:2][C:3](=[O:17])[C@@H:4]([O:14][CH2:15][CH3:16])[CH2:5][C:6]1[CH:11]=[CH:10][C:9]([O:12][CH2:19][C:20]2[N:21]=[C:22]([C:26]3[CH:31]=[CH:30][C:29]([F:32])=[C:28]([CH3:33])[CH:27]=3)[O:23][C:24]=2[CH3:25])=[CH:8][C:7]=1[CH3:13], predict the reactants needed to synthesize it. The reactants are: [CH3:1][O:2][C:3](=[O:17])[C@@H:4]([O:14][CH2:15][CH3:16])[CH2:5][C:6]1[CH:11]=[CH:10][C:9]([OH:12])=[CH:8][C:7]=1[CH3:13].Cl[CH2:19][C:20]1[N:21]=[C:22]([C:26]2[CH:31]=[CH:30][C:29]([F:32])=[C:28]([CH3:33])[CH:27]=2)[O:23][C:24]=1[CH3:25].C(=O)([O-])[O-].[Cs+].[Cs+].[I-].[K+]. (4) Given the product [O:1]1[CH:5]=[CH:4][C:3]([C:6]2[N:11]3[N:12]=[C:13]([NH:15][C:22](=[O:23])[C:21]4[CH:25]=[CH:26][C:18]([C:17]([F:16])([F:27])[F:28])=[CH:19][CH:20]=4)[N:14]=[C:10]3[CH:9]=[CH:8][CH:7]=2)=[CH:2]1, predict the reactants needed to synthesize it. The reactants are: [O:1]1[CH:5]=[CH:4][C:3]([C:6]2[N:11]3[N:12]=[C:13]([NH2:15])[N:14]=[C:10]3[CH:9]=[CH:8][CH:7]=2)=[CH:2]1.[F:16][C:17]([F:28])([F:27])[C:18]1[CH:26]=[CH:25][C:21]([C:22](Cl)=[O:23])=[CH:20][CH:19]=1. (5) Given the product [CH2:1]([C:5]1[CH:6]=[N:7][C:8]2[N:25]=[C:13]([CH2:14][O:15][CH2:16][CH2:17][C:18]3[CH:23]=[CH:22][CH:21]=[C:20]([Cl:24])[CH:19]=3)[NH:12][C:10](=[O:11])[C:9]=2[CH:26]=1)[CH2:2][CH2:3][CH3:4], predict the reactants needed to synthesize it. The reactants are: [CH2:1]([C:5]1[CH:6]=[N:7][C:8](Cl)=[C:9]([CH:26]=1)[C:10]([NH:12][C:13](=[NH:25])[CH2:14][O:15][CH2:16][CH2:17][C:18]1[CH:23]=[CH:22][CH:21]=[C:20]([Cl:24])[CH:19]=1)=[O:11])[CH2:2][CH2:3][CH3:4].CC([O-])(C)C.[K+]. (6) The reactants are: [F:1][C:2]1[CH:7]=[CH:6][C:5]([C:8]2[C:17](=[O:18])[C:16]3[C:11](=[CH:12][CH:13]=[CH:14][CH:15]=3)[O:10][C:9]=2[CH2:19][N:20]2[CH2:25][CH2:24][O:23][CH2:22][CH2:21]2)=[CH:4][CH:3]=1.[ClH:26]. Given the product [ClH:26].[F:1][C:2]1[CH:7]=[CH:6][C:5]([C:8]2[C:17](=[O:18])[C:16]3[C:11](=[CH:12][CH:13]=[CH:14][CH:15]=3)[O:10][C:9]=2[CH2:19][N:20]2[CH2:25][CH2:24][O:23][CH2:22][CH2:21]2)=[CH:4][CH:3]=1, predict the reactants needed to synthesize it.